This data is from NCI-60 drug combinations with 297,098 pairs across 59 cell lines. The task is: Regression. Given two drug SMILES strings and cell line genomic features, predict the synergy score measuring deviation from expected non-interaction effect. Drug 1: CC1=C(C=C(C=C1)NC2=NC=CC(=N2)N(C)C3=CC4=NN(C(=C4C=C3)C)C)S(=O)(=O)N.Cl. Drug 2: CCC1=C2CN3C(=CC4=C(C3=O)COC(=O)C4(CC)O)C2=NC5=C1C=C(C=C5)O. Cell line: KM12. Synergy scores: CSS=19.1, Synergy_ZIP=-5.30, Synergy_Bliss=-1.54, Synergy_Loewe=-9.71, Synergy_HSA=-0.154.